This data is from Reaction yield outcomes from USPTO patents with 853,638 reactions. The task is: Predict the reaction yield, written as a fraction of the theoretical maximum amount of product (1.0 means a 100% yield; for example, 0.34 means a 34% yield). (1) The reactants are [C:1]([NH:5][C:6]([C:8]1[C:16]2[C:11](=[N:12][CH:13]=[C:14]([C:17]3[C:25]4[C:20](=[CH:21][C:22]([F:26])=[CH:23][CH:24]=4)[N:19]([CH2:27][C:28]([N:30]4[CH2:35][CH2:34][O:33][CH2:32][CH2:31]4)=[O:29])[N:18]=3)[N:15]=2)[N:10](COCC[Si](C)(C)C)[CH:9]=1)=[O:7])([CH3:4])([CH3:3])[CH3:2].FC(F)(F)C(O)=O.C(N)CN. The catalyst is ClCCl. The product is [C:1]([NH:5][C:6]([C:8]1[C:16]2[C:11](=[N:12][CH:13]=[C:14]([C:17]3[C:25]4[C:20](=[CH:21][C:22]([F:26])=[CH:23][CH:24]=4)[N:19]([CH2:27][C:28]([N:30]4[CH2:35][CH2:34][O:33][CH2:32][CH2:31]4)=[O:29])[N:18]=3)[N:15]=2)[NH:10][CH:9]=1)=[O:7])([CH3:4])([CH3:2])[CH3:3]. The yield is 0.600. (2) The reactants are [N:1]1[C:8](Cl)=[N:7][C:5](Cl)=[N:4][C:2]=1Cl.[F:10][C:11]1C=C(C=CC=1N)OC.CC[N:22]([CH:26]([CH3:28])[CH3:27])C(C)C.[CH:29]1([NH2:36])[CH2:35][CH2:34][CH2:33][CH2:32][CH2:31][CH2:30]1.[CH3:37][N:38]([CH3:42])[CH2:39][CH2:40][NH2:41].[C:43]([O:46][CH2:47][CH3:48])(=O)C. The catalyst is CC#N. The product is [CH:29]1([NH:36][C:2]2[N:4]=[C:5]([NH:41][CH2:40][CH2:39][N:38]([CH3:42])[CH3:37])[N:7]=[C:8]([NH:22][C:26]3[CH:27]=[CH:48][C:47]([O:46][CH3:43])=[C:11]([F:10])[CH:28]=3)[N:1]=2)[CH2:35][CH2:34][CH2:33][CH2:32][CH2:31][CH2:30]1. The yield is 0.280. (3) The reactants are [CH3:1][O:2][C:3]([NH:5][C@H:6]([C:10]([N:12]1[CH2:16][C@@H:15]([CH3:17])[CH2:14][C@H:13]1[C:18]1[NH:22][C:21]2[C:23]3[C:28]([CH:29]=[CH:30][C:20]=2[N:19]=1)=[CH:27][C:26]1[C:31]2[C:36]([CH2:37][O:38][C:25]=1[CH:24]=3)=[CH:35][C:34]([C:39]1[NH:43][C:42]([C@@H:44]3[CH2:48][CH2:47][CH2:46][N:45]3C(OC(C)(C)C)=O)=[N:41][CH:40]=1)=[CH:33][CH:32]=2)=[O:11])[CH:7]([CH3:9])[CH3:8])=[O:4].Cl.[CH3:57][O:58][C:59]([NH:61][C@H:62]([C:66]1[CH:71]=[CH:70][CH:69]=[CH:68][CH:67]=1)[C:63]([OH:65])=O)=[O:60].C[CH2:73][O:74]C(C(C#N)=NOC(N1CCOCC1)=[N+](C)C)=O.F[P-](F)(F)(F)(F)F.C(N(C(C)C)CC)(C)C. The yield is 0.390. The catalyst is CN(C=O)C.C(OCC)(=O)C.C(O)C. The product is [CH3:1][O:2][C:3]([NH:5][C@@H:6]([CH:7]([CH3:9])[CH3:8])[C:10]([N:12]1[CH2:16][C@@H:15]([CH2:17][O:74][CH3:73])[CH2:14][C@H:13]1[C:18]1[NH:22][C:21]2[C:23]3[C:28]([CH:29]=[CH:30][C:20]=2[N:19]=1)=[CH:27][C:26]1[C:31]2[C:36]([CH2:37][O:38][C:25]=1[CH:24]=3)=[CH:35][C:34]([C:39]1[NH:43][C:42]([C@@H:44]3[CH2:48][CH2:47][CH2:46][N:45]3[C:63](=[O:65])[C@H:62]([NH:61][C:59](=[O:60])[O:58][CH3:57])[C:66]3[CH:71]=[CH:70][CH:69]=[CH:68][CH:67]=3)=[N:41][CH:40]=1)=[CH:33][CH:32]=2)=[O:11])=[O:4]. (4) The reactants are C(=O)(OCC)[O:2][C:3]1[CH:8]=[C:7]([N+:9]([O-:11])=[O:10])[C:6]([CH3:12])=[CH:5][C:4]=1[CH:13]1[CH:20]2[CH2:21][CH:16]3[CH2:17][CH:18]([CH2:22][CH:14]1[CH2:15]3)[CH2:19]2.N1CCCCC1. The catalyst is C(Cl)Cl. The product is [CH:14]12[CH2:15][CH:16]3[CH2:17][CH:18]([CH2:19][CH:20]([CH2:21]3)[CH:13]1[C:4]1[CH:5]=[C:6]([CH3:12])[C:7]([N+:9]([O-:11])=[O:10])=[CH:8][C:3]=1[OH:2])[CH2:22]2. The yield is 0.770. (5) The reactants are [CH3:1][O:2][C:3]1[CH:4]=[C:5]([C:11]2[CH2:15][CH:14]([CH2:16][CH2:17][CH2:18][CH:19]=O)[O:13][N:12]=2)[CH:6]=[CH:7][C:8]=1[O:9][CH3:10].[C:21]1([CH:27]([C:34]2[CH:39]=[CH:38][CH:37]=[CH:36][CH:35]=2)[N:28]2[CH2:33][CH2:32][NH:31][CH2:30][CH2:29]2)[CH:26]=[CH:25][CH:24]=[CH:23][CH:22]=1.[BH-](OC(C)=O)(OC(C)=O)OC(C)=O.[Na+]. The catalyst is C(Cl)Cl. The product is [CH:27]([N:28]1[CH2:33][CH2:32][N:31]([CH2:19][CH2:18][CH2:17][CH2:16][CH:14]2[O:13][N:12]=[C:11]([C:5]3[CH:6]=[CH:7][C:8]([O:9][CH3:10])=[C:3]([O:2][CH3:1])[CH:4]=3)[CH2:15]2)[CH2:30][CH2:29]1)([C:34]1[CH:39]=[CH:38][CH:37]=[CH:36][CH:35]=1)[C:21]1[CH:26]=[CH:25][CH:24]=[CH:23][CH:22]=1. The yield is 0.684. (6) The reactants are [Br:1][C:2]1[CH:7]=[CH:6][C:5]([O:8][CH3:9])=[CH:4][C:3]=1[NH2:10].C(O[CH:14]=[C:15]([C:21]([O:23][CH2:24][CH3:25])=[O:22])[C:16]([O:18][CH2:19][CH3:20])=[O:17])C. No catalyst specified. The product is [CH2:19]([O:18][C:16](=[O:17])[C:15](=[CH:14][NH:10][C:3]1[CH:4]=[C:5]([O:8][CH3:9])[CH:6]=[CH:7][C:2]=1[Br:1])[C:21]([O:23][CH2:24][CH3:25])=[O:22])[CH3:20]. The yield is 0.810. (7) The reactants are [OH-].[K+].C([O:5][C:6](=[O:34])[C:7]([CH3:33])([CH3:32])[CH2:8][C:9]1[CH:14]=[CH:13][CH:12]=[C:11]([C:15](=[O:31])[C:16]2[CH:21]=[CH:20][CH:19]=[C:18]([CH2:22][C:23]([C:26]([O:28]CC)=[O:27])([CH3:25])[CH3:24])[CH:17]=2)[CH:10]=1)C. The catalyst is O.C(O)C. The product is [C:26]([C:23]([CH3:25])([CH3:24])[CH2:22][C:18]1[CH:17]=[C:16]([CH:21]=[CH:20][CH:19]=1)[C:15]([C:11]1[CH:10]=[C:9]([CH2:8][C:7]([CH3:33])([CH3:32])[C:6]([OH:34])=[O:5])[CH:14]=[CH:13][CH:12]=1)=[O:31])([OH:28])=[O:27]. The yield is 1.00. (8) The reactants are [O:1]1[C:5]2[CH:6]=[CH:7][CH:8]=[CH:9][C:4]=2[N:3]=[C:2]1[C:10]1[CH:29]=[CH:28][C:13]2[N:14]([CH2:18][CH:19]([C:21](OC(C)(C)C)=[O:22])[CH3:20])[C:15]([CH3:17])=[N:16][C:12]=2[CH:11]=1.[OH-].[Li+].Cl. The catalyst is C1COCC1.O. The product is [O:1]1[C:5]2[CH:6]=[CH:7][CH:8]=[CH:9][C:4]=2[N:3]=[C:2]1[C:10]1[CH:29]=[CH:28][C:13]2[N:14]([CH2:18][C:19](=[C:21]=[O:22])[CH3:20])[C:15]([CH3:17])=[N:16][C:12]=2[CH:11]=1. The yield is 0.830. (9) The reactants are [H-].[Na+].[CH2:3]([OH:15])[CH2:4][O:5][CH2:6][CH2:7][O:8][CH2:9][CH2:10][O:11][CH2:12][CH2:13][OH:14].[Si:16](Cl)([C:19]([CH3:22])([CH3:21])[CH3:20])([CH3:18])[CH3:17].C(Cl)Cl.CCO. The catalyst is O1CCCC1. The product is [CH3:20][C:19]([CH3:22])([Si:16]([CH3:18])([CH3:17])[O:14][CH2:13][CH2:12][O:11][CH2:10][CH2:9][O:8][CH2:7][CH2:6][O:5][CH2:4][CH2:3][OH:15])[CH3:21]. The yield is 0.410.